Task: Predict the reactants needed to synthesize the given product.. Dataset: Full USPTO retrosynthesis dataset with 1.9M reactions from patents (1976-2016) (1) Given the product [C:32]([O:36][C:37]([N:39]1[CH2:40][CH2:41][C:42]([CH2:46][N:47]2[CH:51]=[CH:50][C:49]([NH:52][C:28]([C@H:9]3[C@H:8]([C:4]4[CH:5]=[CH:6][CH:7]=[C:2]([Cl:1])[C:3]=4[F:31])[C@:12]([C:15]4[CH:20]=[CH:19][C:18]([Cl:21])=[CH:17][C:16]=4[F:22])([C:13]#[N:14])[C@H:11]([CH2:23][C:24]([CH3:26])([CH3:25])[CH3:27])[NH:10]3)=[O:30])=[N:48]2)([OH:45])[CH2:43][CH2:44]1)=[O:38])([CH3:35])([CH3:33])[CH3:34], predict the reactants needed to synthesize it. The reactants are: [Cl:1][C:2]1[C:3]([F:31])=[C:4]([CH:8]2[C:12]([C:15]3[CH:20]=[CH:19][C:18]([Cl:21])=[CH:17][C:16]=3[F:22])([C:13]#[N:14])[CH:11]([CH2:23][C:24]([CH3:27])([CH3:26])[CH3:25])[NH:10][CH:9]2[C:28]([OH:30])=O)[CH:5]=[CH:6][CH:7]=1.[C:32]([O:36][C:37]([N:39]1[CH2:44][CH2:43][C:42]([CH2:46][N:47]2[CH:51]=[CH:50][C:49]([NH2:52])=[N:48]2)([OH:45])[CH2:41][CH2:40]1)=[O:38])([CH3:35])([CH3:34])[CH3:33].CN(C(ON1N=NC2C=CC=NC1=2)=[N+](C)C)C.F[P-](F)(F)(F)(F)F.CCN(C(C)C)C(C)C. (2) Given the product [CH2:1]([O:5][C:6]1[CH:11]=[CH:10][C:9]([CH2:12][CH2:13][C:14]([OH:16])=[O:15])=[CH:8][C:7]=1[O:19][CH3:20])[C:2]#[C:3][CH3:4], predict the reactants needed to synthesize it. The reactants are: [CH2:1]([O:5][C:6]1[CH:11]=[CH:10][C:9]([CH2:12][CH2:13][C:14]([O:16]CC)=[O:15])=[CH:8][C:7]=1[O:19][CH3:20])[C:2]#[C:3][CH3:4].[OH-].[Na+].